This data is from Catalyst prediction with 721,799 reactions and 888 catalyst types from USPTO. The task is: Predict which catalyst facilitates the given reaction. (1) The catalyst class is: 714. Reactant: [CH2:1]([O:3][C:4]1[CH:9]=[CH:8][CH:7]=[CH:6][C:5]=1[NH:10]N)[CH3:2].Cl.[NH:13]1[CH2:18][CH2:17][C:16](=O)[CH2:15][CH2:14]1.Cl.O. Product: [CH2:1]([O:3][C:4]1[C:5]2[NH:10][C:16]3[CH2:17][CH2:18][NH:13][CH2:14][C:15]=3[C:6]=2[CH:7]=[CH:8][CH:9]=1)[CH3:2]. (2) The catalyst class is: 23. Reactant: [O-]S(C(F)(F)F)(=O)=O.[Li+].[F:10][C:11]([F:16])([F:15])[CH:12]1[CH2:14][O:13]1.[CH2:17]([NH2:24])[C:18]1[CH:23]=[CH:22][CH:21]=[CH:20][CH:19]=1. Product: [CH2:17]([NH:24][CH2:14][CH:12]([OH:13])[C:11]([F:16])([F:15])[F:10])[C:18]1[CH:23]=[CH:22][CH:21]=[CH:20][CH:19]=1. (3) Reactant: [I:1][C:2]1[CH:3]=[C:4]([CH:8]=[CH:9][CH:10]=1)[C:5]([OH:7])=O.CCN=C=NCCCN(C)C.C(N(CC)CC)C.[NH2:29][CH:30]([CH2:32][OH:33])[CH3:31]. Product: [OH:33][CH2:32][CH:30]([NH:29][C:5](=[O:7])[C:4]1[CH:8]=[CH:9][CH:10]=[C:2]([I:1])[CH:3]=1)[CH3:31]. The catalyst class is: 4. (4) Reactant: [C:1]([O:5][C:6]([N:8]1[CH2:13][CH2:12][O:11][C@@H:10]([C:14]([OH:16])=[O:15])[CH2:9]1)=[O:7])([CH3:4])([CH3:3])[CH3:2].C(N(C(C)C)CC)(C)C.P(Cl)(OC1C=CC=CC=1)(OC1C=CC=CC=1)=O.[CH:43]1([NH:46][CH:47]([C:49]2[CH:53]=[C:52]([C:54]3[CH:59]=[CH:58][CH:57]=[CH:56][N:55]=3)[N:51]([CH2:60][CH2:61][CH2:62][NH:63][C:64](=[O:67])[O:65][CH3:66])[N:50]=2)[CH3:48])[CH2:45][CH2:44]1. Product: [CH:43]1([N:46]([C@@H:47]([C:49]2[CH:53]=[C:52]([C:54]3[CH:59]=[CH:58][CH:57]=[CH:56][N:55]=3)[N:51]([CH2:60][CH2:61][CH2:62][NH:63][C:64]([O:65][CH3:66])=[O:67])[N:50]=2)[CH3:48])[C:14]([C@@H:10]2[O:11][CH2:12][CH2:13][N:8]([C:6]([O:5][C:1]([CH3:2])([CH3:3])[CH3:4])=[O:7])[CH2:9]2)=[O:16])[CH2:45][CH2:44]1.[CH:43]1([N:46]([C@H:47]([C:49]2[CH:53]=[C:52]([C:54]3[CH:59]=[CH:58][CH:57]=[CH:56][N:55]=3)[N:51]([CH2:60][CH2:61][CH2:62][NH:63][C:64]([O:65][CH3:66])=[O:67])[N:50]=2)[CH3:48])[C:14]([C@@H:10]2[O:11][CH2:12][CH2:13][N:8]([C:6]([O:5][C:1]([CH3:4])([CH3:3])[CH3:2])=[O:7])[CH2:9]2)=[O:15])[CH2:45][CH2:44]1. The catalyst class is: 4.